This data is from Peptide-MHC class I binding affinity with 185,985 pairs from IEDB/IMGT. The task is: Regression. Given a peptide amino acid sequence and an MHC pseudo amino acid sequence, predict their binding affinity value. This is MHC class I binding data. (1) The peptide sequence is ELRRRLPLF. The MHC is HLA-A26:01 with pseudo-sequence HLA-A26:01. The binding affinity (normalized) is 0.936. (2) The binding affinity (normalized) is 0.706. The peptide sequence is LLNESNIFL. The MHC is HLA-A02:03 with pseudo-sequence HLA-A02:03. (3) The MHC is HLA-A11:01 with pseudo-sequence HLA-A11:01. The binding affinity (normalized) is 0.0847. The peptide sequence is SHDTIGPYY. (4) The peptide sequence is QIYPGIKVR. The MHC is HLA-A23:01 with pseudo-sequence HLA-A23:01. The binding affinity (normalized) is 0. (5) The peptide sequence is AQNAISTTF. The MHC is HLA-A68:02 with pseudo-sequence HLA-A68:02. The binding affinity (normalized) is 0.0847. (6) The peptide sequence is KTQEPPQVA. The MHC is HLA-A11:01 with pseudo-sequence HLA-A11:01. The binding affinity (normalized) is 0.0847. (7) The peptide sequence is AGAKAAAAV. The MHC is HLA-A02:06 with pseudo-sequence HLA-A02:06. The binding affinity (normalized) is 0.502. (8) The peptide sequence is QIYAGIKVR. The MHC is HLA-A23:01 with pseudo-sequence HLA-A23:01. The binding affinity (normalized) is 0.